Dataset: Catalyst prediction with 721,799 reactions and 888 catalyst types from USPTO. Task: Predict which catalyst facilitates the given reaction. (1) Reactant: [CH3:1][N:2]1[CH:6]=[C:5]([C:7](=O)[CH2:8][C:9]2[CH:14]=[CH:13][CH:12]=[CH:11][CH:10]=2)[N:4]=[CH:3]1.[CH2:16]([O:18][C:19]1[CH:20]=[C:21]([CH:24]=[C:25]([N+:28]([O-:30])=[O:29])[C:26]=1[OH:27])[CH:22]=O)[CH3:17].[NH2:31][C:32]([NH2:34])=[O:33].Cl. Product: [CH2:16]([O:18][C:19]1[CH:20]=[C:21]([CH:22]2[C:8]([C:9]3[CH:14]=[CH:13][CH:12]=[CH:11][CH:10]=3)=[C:7]([C:5]3[N:4]=[CH:3][N:2]([CH3:1])[CH:6]=3)[NH:34][C:32](=[O:33])[NH:31]2)[CH:24]=[C:25]([N+:28]([O-:30])=[O:29])[C:26]=1[OH:27])[CH3:17]. The catalyst class is: 14. (2) Reactant: P(Cl)(Cl)(Cl)(Cl)[Cl:2].[CH2:7]([O:14][C:15]1[CH:20]=[CH:19][C:18]([S:21]([OH:24])(=O)=[O:22])=[CH:17][CH:16]=1)[C:8]1[CH:13]=[CH:12][CH:11]=[CH:10][CH:9]=1.C1(C)C=CC=CC=1. Product: [CH2:7]([O:14][C:15]1[CH:20]=[CH:19][C:18]([S:21]([Cl:2])(=[O:24])=[O:22])=[CH:17][CH:16]=1)[C:8]1[CH:13]=[CH:12][CH:11]=[CH:10][CH:9]=1. The catalyst class is: 4. (3) Reactant: [Cl:1][C:2]1[CH:7]=[CH:6][C:5]([S:8][CH2:9][C:10]2[CH:18]=[CH:17][C:13]([C:14]([OH:16])=O)=[CH:12][CH:11]=2)=[C:4]([NH:19][S:20]([C:23]2[CH:28]=[CH:27][C:26]([Cl:29])=[C:25]([C:30]([F:33])([F:32])[F:31])[CH:24]=2)(=[O:22])=[O:21])[CH:3]=1.[C:34]([O:38][C:39](=[O:42])[CH2:40][NH2:41])([CH3:37])([CH3:36])[CH3:35].CN1CCOCC1.C(Cl)CCl. Product: [C:34]([O:38][C:39](=[O:42])[CH2:40][NH:41][C:14]([C:13]1[CH:17]=[CH:18][C:10]([CH2:9][S:8][C:5]2[CH:6]=[CH:7][C:2]([Cl:1])=[CH:3][C:4]=2[NH:19][S:20]([C:23]2[CH:28]=[CH:27][C:26]([Cl:29])=[C:25]([C:30]([F:32])([F:31])[F:33])[CH:24]=2)(=[O:22])=[O:21])=[CH:11][CH:12]=1)=[O:16])([CH3:37])([CH3:36])[CH3:35]. The catalyst class is: 3.